Dataset: NCI-60 drug combinations with 297,098 pairs across 59 cell lines. Task: Regression. Given two drug SMILES strings and cell line genomic features, predict the synergy score measuring deviation from expected non-interaction effect. (1) Drug 1: C1=C(C(=O)NC(=O)N1)N(CCCl)CCCl. Drug 2: CC(C)NC(=O)C1=CC=C(C=C1)CNNC.Cl. Cell line: SNB-75. Synergy scores: CSS=12.1, Synergy_ZIP=6.40, Synergy_Bliss=4.67, Synergy_Loewe=-7.40, Synergy_HSA=3.32. (2) Synergy scores: CSS=44.2, Synergy_ZIP=-1.68, Synergy_Bliss=-3.33, Synergy_Loewe=-9.08, Synergy_HSA=-0.837. Cell line: NCI/ADR-RES. Drug 2: COCCOC1=C(C=C2C(=C1)C(=NC=N2)NC3=CC=CC(=C3)C#C)OCCOC.Cl. Drug 1: C1C(C(OC1N2C=NC3=C(N=C(N=C32)Cl)N)CO)O. (3) Drug 1: CCC1(CC2CC(C3=C(CCN(C2)C1)C4=CC=CC=C4N3)(C5=C(C=C6C(=C5)C78CCN9C7C(C=CC9)(C(C(C8N6C=O)(C(=O)OC)O)OC(=O)C)CC)OC)C(=O)OC)O.OS(=O)(=O)O. Drug 2: C(=O)(N)NO. Cell line: NCIH23. Synergy scores: CSS=-0.565, Synergy_ZIP=-1.13, Synergy_Bliss=-4.42, Synergy_Loewe=-6.39, Synergy_HSA=-5.09. (4) Drug 1: C1=CC(=C2C(=C1NCCNCCO)C(=O)C3=C(C=CC(=C3C2=O)O)O)NCCNCCO. Drug 2: CC12CCC3C(C1CCC2O)C(CC4=C3C=CC(=C4)O)CCCCCCCCCS(=O)CCCC(C(F)(F)F)(F)F. Cell line: HL-60(TB). Synergy scores: CSS=55.8, Synergy_ZIP=2.02, Synergy_Bliss=1.18, Synergy_Loewe=-25.6, Synergy_HSA=0.710. (5) Drug 1: C1=CC(=CC=C1CC(C(=O)O)N)N(CCCl)CCCl.Cl. Drug 2: CC=C1C(=O)NC(C(=O)OC2CC(=O)NC(C(=O)NC(CSSCCC=C2)C(=O)N1)C(C)C)C(C)C. Cell line: A498. Synergy scores: CSS=39.3, Synergy_ZIP=-0.810, Synergy_Bliss=-0.292, Synergy_Loewe=-19.3, Synergy_HSA=-2.13. (6) Drug 1: C1CN1C2=NC(=NC(=N2)N3CC3)N4CC4. Drug 2: CN(C(=O)NC(C=O)C(C(C(CO)O)O)O)N=O. Cell line: HOP-62. Synergy scores: CSS=5.62, Synergy_ZIP=-4.68, Synergy_Bliss=-9.31, Synergy_Loewe=-27.9, Synergy_HSA=-8.25.